Predict the product of the given reaction. From a dataset of Forward reaction prediction with 1.9M reactions from USPTO patents (1976-2016). (1) Given the reactants C(OC(=O)CN1[CH2:11][CH2:10][N:9]([C:12]2[C:17]([N+:18]([O-])=O)=[CH:16][C:15]([C:21](=[O:26])[NH:22][CH:23]3[CH2:25][CH2:24]3)=[CH:14][N:13]=2)[CH2:8][CH2:7]1)C.[CH2:28]([OH:30])[CH3:29], predict the reaction product. The product is: [CH2:28]([O:30][C:21](=[O:26])[CH2:15][CH:14]1[CH2:7][CH2:8][N:9]([C:12]2[C:17]([NH2:18])=[CH:16][C:15]([C:21](=[O:26])[NH:22][CH:23]3[CH2:24][CH2:25]3)=[CH:14][N:13]=2)[CH2:10][CH2:11]1)[CH3:29]. (2) Given the reactants [Cl:1][C:2]1[CH:3]=[CH:4][C:5]([CH2:8][O:9][C:10]2[CH:15]=[CH:14][N:13]([C:16]3[CH:17]=[N:18][C:19](N)=[CH:20][CH:21]=3)[C:12](=[O:23])[CH:11]=2)=[N:6][CH:7]=1.[IH:24].[NH4+].[OH-].O, predict the reaction product. The product is: [Cl:1][C:2]1[CH:3]=[CH:4][C:5]([CH2:8][O:9][C:10]2[CH:15]=[CH:14][N:13]([C:16]3[CH:17]=[N:18][C:19]([I:24])=[CH:20][CH:21]=3)[C:12](=[O:23])[CH:11]=2)=[N:6][CH:7]=1. (3) Given the reactants [F:1][C:2]([F:14])([C:8]1[CH:13]=[CH:12][N:11]=[CH:10][N:9]=1)[C:3]([O:5]CC)=[O:4].C(O)C.O.[OH-].[Li+], predict the reaction product. The product is: [F:14][C:2]([F:1])([C:8]1[CH:13]=[CH:12][N:11]=[CH:10][N:9]=1)[C:3]([OH:5])=[O:4]. (4) Given the reactants Br[C:2]1[CH:11]=[CH:10][C:9]([Cl:12])=[CH:8][C:3]=1[C:4]([O:6][CH3:7])=[O:5].C(N(CC)CC)C.[C:20]([Si:22]([CH3:25])([CH3:24])[CH3:23])#[CH:21], predict the reaction product. The product is: [Cl:12][C:9]1[CH:10]=[CH:11][C:2]([C:21]#[C:20][Si:22]([CH3:25])([CH3:24])[CH3:23])=[C:3]([CH:8]=1)[C:4]([O:6][CH3:7])=[O:5]. (5) Given the reactants C([N:8]1[CH2:13][CH:12]=[C:11]([C:14]2[CH:19]=[CH:18][CH:17]=[CH:16][C:15]=2[C:20]([F:23])([F:22])[F:21])[CH2:10][CH2:9]1)C1C=CC=CC=1.[Cl:24][C:25]1[CH:30]=[CH:29][C:28]([S:31](Cl)(=[O:33])=[O:32])=[CH:27][CH:26]=1, predict the reaction product. The product is: [Cl:24][C:25]1[CH:30]=[CH:29][C:28]([S:31]([N:8]2[CH2:9][CH2:10][CH:11]([C:14]3[CH:19]=[CH:18][CH:17]=[CH:16][C:15]=3[C:20]([F:21])([F:22])[F:23])[CH2:12][CH2:13]2)(=[O:33])=[O:32])=[CH:27][CH:26]=1. (6) Given the reactants C([N:8]1[CH2:12][CH2:11][C:10](=O)[CH2:9]1)(OC(C)(C)C)=O.[CH2:14]([O:21][C:22]([N:24]1[CH2:29][CH2:28][NH:27][CH2:26][CH2:25]1)=[O:23])[C:15]1[CH:20]=[CH:19][CH:18]=[CH:17][CH:16]=1.C([BH3-])#N.[Na+], predict the reaction product. The product is: [CH2:14]([O:21][C:22]([N:24]1[CH2:29][CH2:28][N:27]([CH:10]2[CH2:11][CH2:12][NH:8][CH2:9]2)[CH2:26][CH2:25]1)=[O:23])[C:15]1[CH:20]=[CH:19][CH:18]=[CH:17][CH:16]=1. (7) The product is: [CH2:32]([O:31][C:29]([N:15]1[CH:14]([C:16]([OH:18])=[O:17])[CH2:13][S:12][C@@H:11]1[C:8]1[CH:7]=[CH:6][C:5]([C:3]([O:2][CH3:1])=[O:4])=[CH:10][CH:9]=1)=[O:30])[C:33]1[CH:38]=[CH:37][CH:36]=[CH:35][CH:34]=1. Given the reactants [CH3:1][O:2][C:3]([C:5]1[CH:10]=[CH:9][C:8]([C@@H:11]2[NH:15][CH:14]([C:16]([OH:18])=[O:17])[CH2:13][S:12]2)=[CH:7][CH:6]=1)=[O:4].CCN(C(C)C)C(C)C.Cl[C:29]([O:31][CH2:32][C:33]1[CH:38]=[CH:37][CH:36]=[CH:35][CH:34]=1)=[O:30], predict the reaction product.